This data is from Full USPTO retrosynthesis dataset with 1.9M reactions from patents (1976-2016). The task is: Predict the reactants needed to synthesize the given product. (1) Given the product [CH3:25][O:24][C:19]1[CH:18]=[C:17]([CH:22]=[CH:21][C:20]=1[O:23][CH2:9][CH2:10][O:11][CH3:12])[C:16]([O:15][CH3:14])=[O:26], predict the reactants needed to synthesize it. The reactants are: CC1[C:10]([O:11][CH3:12])=[C:9](O)C=CC=1C(O)=O.[CH3:14][O:15][C:16](=[O:26])[C:17]1[CH:22]=[CH:21][C:20]([OH:23])=[C:19]([O:24][CH3:25])[CH:18]=1.COCCBr.C(=O)([O-])[O-].[K+].[K+]. (2) Given the product [CH2:1]([O:8][C:9]1[C:14]([CH3:15])=[CH:13][C:12]([C:16]2[CH:21]=[CH:20][C:19]([C:22]([OH:24])=[O:23])=[C:18]([CH:27]([CH3:29])[CH3:28])[CH:17]=2)=[CH:11][C:10]=1[CH3:26])[C:2]1[CH:7]=[CH:6][CH:5]=[CH:4][CH:3]=1, predict the reactants needed to synthesize it. The reactants are: [CH2:1]([O:8][C:9]1[C:14]([CH3:15])=[CH:13][C:12]([C:16]2[CH:21]=[CH:20][C:19]([C:22]([OH:24])=[O:23])=[C:18](F)[CH:17]=2)=[CH:11][C:10]=1[CH3:26])[C:2]1[CH:7]=[CH:6][CH:5]=[CH:4][CH:3]=1.[CH:27]([Mg]Cl)([CH3:29])[CH3:28].Cl. (3) Given the product [CH3:19][C:20]([C:21]1[N:22]=[CH:4][C:5]2[CH2:6][C:7](=[O:17])[NH:8][C:9]3[CH:16]=[CH:15][CH:14]=[CH:13][C:10]=3[C:11]=2[N:23]=1)([CH3:25])[CH3:24], predict the reactants needed to synthesize it. The reactants are: CN([CH:4]=[C:5]1[C:11](=O)[C:10]2[CH:13]=[CH:14][CH:15]=[CH:16][C:9]=2[NH:8][C:7](=[O:17])[CH2:6]1)C.Cl.[CH3:19][C:20]([CH3:25])([CH3:24])[C:21]([NH2:23])=[NH:22].